The task is: Predict the reaction yield, written as a fraction of the theoretical maximum amount of product (1.0 means a 100% yield; for example, 0.34 means a 34% yield).. This data is from Reaction yield outcomes from USPTO patents with 853,638 reactions. (1) The reactants are [Cl:1][C:2]1[CH:7]=[CH:6][C:5]([C:8]2[CH:13]=[CH:12][CH:11]=[CH:10][C:9]=2[C@H:14]([OH:30])[CH:15]2[CH2:20][CH2:19][N:18]([C:21]3[CH:29]=[CH:28][C:24]([C:25](O)=[O:26])=[CH:23][CH:22]=3)[CH2:17][CH2:16]2)=[CH:4][CH:3]=1.C(Cl)CCl.C(N(CC)CC)C.[P:42]([O:54][CH2:55][CH2:56][N:57]([CH2:87][CH3:88])[CH2:58][CH2:59][C@@H:60]([NH:69][C:70]1[CH:75]=[CH:74][C:73]([S:76](=[O:79])(=[O:78])[NH2:77])=[CH:72][C:71]=1[S:80]([C:83]([F:86])([F:85])[F:84])(=[O:82])=[O:81])[CH2:61][S:62][C:63]1[CH:68]=[CH:67][CH:66]=[CH:65][CH:64]=1)([O:49][C:50]([CH3:53])([CH3:52])[CH3:51])([O:44][C:45]([CH3:48])([CH3:47])[CH3:46])=[O:43]. The catalyst is CN(C1C=CN=CC=1)C.C(Cl)Cl. The product is [P:42]([O:54][CH2:55][CH2:56][N:57]([CH2:58][CH2:59][C@@H:60]([NH:69][C:70]1[CH:75]=[CH:74][C:73]([S:76](=[O:79])(=[O:78])[NH:77][C:25](=[O:26])[C:24]2[CH:28]=[CH:29][C:21]([N:18]3[CH2:19][CH2:20][CH:15]([C@H:14]([C:9]4[CH:10]=[CH:11][CH:12]=[CH:13][C:8]=4[C:5]4[CH:4]=[CH:3][C:2]([Cl:1])=[CH:7][CH:6]=4)[OH:30])[CH2:16][CH2:17]3)=[CH:22][CH:23]=2)=[CH:72][C:71]=1[S:80]([C:83]([F:85])([F:86])[F:84])(=[O:82])=[O:81])[CH2:61][S:62][C:63]1[CH:68]=[CH:67][CH:66]=[CH:65][CH:64]=1)[CH2:87][CH3:88])([O:44][C:45]([CH3:46])([CH3:48])[CH3:47])([O:49][C:50]([CH3:53])([CH3:52])[CH3:51])=[O:43]. The yield is 0.590. (2) The reactants are C(OC([NH:8][CH2:9][C:10]1[CH:11]=[C:12]([NH:16][C:17]([CH2:19][O:20][C:21]2[C:30]3[C:25](=[CH:26][C:27]([Cl:32])=[CH:28][C:29]=3[Cl:31])[CH:24]=[C:23]([C:33]([OH:35])=[O:34])[CH:22]=2)=[O:18])[CH:13]=[CH:14][CH:15]=1)=O)(C)(C)C.C(O)(C(F)(F)F)=O. No catalyst specified. The product is [NH2:8][CH2:9][C:10]1[CH:11]=[C:12]([NH:16][C:17]([CH2:19][O:20][C:21]2[C:30]3[C:25](=[CH:26][C:27]([Cl:32])=[CH:28][C:29]=3[Cl:31])[CH:24]=[C:23]([C:33]([OH:35])=[O:34])[CH:22]=2)=[O:18])[CH:13]=[CH:14][CH:15]=1. The yield is 0.880.